Task: Predict the product of the given reaction.. Dataset: Forward reaction prediction with 1.9M reactions from USPTO patents (1976-2016) (1) Given the reactants O[N:2]=[C:3]([C:5]1[CH:14]=[CH:13][C:8]([C:9]([O:11][CH3:12])=[O:10])=[CH:7][C:6]=1[O:15][CH3:16])[CH3:4].[ClH:17], predict the reaction product. The product is: [ClH:17].[NH2:2][CH:3]([C:5]1[CH:14]=[CH:13][C:8]([C:9]([O:11][CH3:12])=[O:10])=[CH:7][C:6]=1[O:15][CH3:16])[CH3:4]. (2) Given the reactants [OH:1][NH:2][C:3]([C:5]1[CH:10]=[CH:9][C:8]([NH:11][C:12](=[O:29])[CH2:13][CH2:14][CH2:15][C:16]([NH:18][C:19]2[CH:24]=[CH:23][C:22]([C:25](=[NH:28])[NH:26][OH:27])=[CH:21][CH:20]=2)=[O:17])=[CH:7][CH:6]=1)=[NH:4].C(N([CH2:35][CH3:36])CC)C.C([O:44][C:45](=O)[CH2:46][CH2:47][CH2:48][CH2:49][CH3:50])(=O)CCCCC, predict the reaction product. The product is: [CH2:46]([C:45]([O:27][NH:26][C:25]([C:22]1[CH:21]=[CH:20][C:19]([NH:18][C:16](=[O:17])[CH2:15][CH2:14][CH2:13][C:12]([NH:11][C:8]2[CH:7]=[CH:6][C:5]([C:3](=[NH:4])[NH:2][O:1][C:16]([CH2:15][CH2:14][CH2:13][CH2:35][CH3:36])=[O:17])=[CH:10][CH:9]=2)=[O:29])=[CH:24][CH:23]=1)=[NH:28])=[O:44])[CH2:47][CH2:48][CH2:49][CH3:50]. (3) Given the reactants [CH:1]([C:3]1[CH:12]=[CH:11][C:6]([C:7]([O:9][CH3:10])=[O:8])=[CH:5][CH:4]=1)=O.CCO[C:16]([C:18]([CH2:20][C:21]([CH3:23])=[O:22])=[O:19])=[O:17].[C:24]1([CH2:30][CH2:31][NH2:32])[CH:29]=[CH:28][CH:27]=[CH:26][CH:25]=1, predict the reaction product. The product is: [C:21]([C:20]1[CH:1]([C:3]2[CH:12]=[CH:11][C:6]([C:7]([O:9][CH3:10])=[O:8])=[CH:5][CH:4]=2)[N:32]([CH2:31][CH2:30][C:24]2[CH:29]=[CH:28][CH:27]=[CH:26][CH:25]=2)[C:16](=[O:17])[C:18]=1[OH:19])(=[O:22])[CH3:23]. (4) Given the reactants [CH2:1]([N:8]1[CH2:12][CH:11]([C:13]2[CH:18]=[CH:17][CH:16]=[CH:15][CH:14]=2)[CH:10]([N+:19]([O-])=O)[CH2:9]1)[C:2]1[CH:7]=[CH:6][CH:5]=[CH:4][CH:3]=1, predict the reaction product. The product is: [CH2:1]([N:8]1[CH2:12][CH:11]([C:13]2[CH:14]=[CH:15][CH:16]=[CH:17][CH:18]=2)[CH:10]([NH2:19])[CH2:9]1)[C:2]1[CH:3]=[CH:4][CH:5]=[CH:6][CH:7]=1. (5) Given the reactants Cl.[C:2]1([CH:8]([C:14]2[CH:19]=[CH:18][CH:17]=[CH:16][CH:15]=2)[N:9]2[CH2:12][CH:11]([OH:13])[CH2:10]2)[CH:7]=[CH:6][CH:5]=[CH:4][CH:3]=1.[CH3:20][S:21](Cl)(=[O:23])=[O:22].O, predict the reaction product. The product is: [CH3:20][S:21]([O:13][CH:11]1[CH2:12][N:9]([CH:8]([C:2]2[CH:3]=[CH:4][CH:5]=[CH:6][CH:7]=2)[C:14]2[CH:15]=[CH:16][CH:17]=[CH:18][CH:19]=2)[CH2:10]1)(=[O:23])=[O:22].